Dataset: Forward reaction prediction with 1.9M reactions from USPTO patents (1976-2016). Task: Predict the product of the given reaction. (1) Given the reactants [NH2:1][C:2]1[C:3]2[C:10]([C:11]3[CH:16]=[CH:15][CH:14]=[C:13]([O:17][CH2:18][C:19]4[CH:24]=[CH:23][CH:22]=[CH:21][CH:20]=4)[CH:12]=3)=[CH:9][N:8]([C@H:25]3[CH2:30][CH2:29][C@H:28]([OH:31])[CH2:27][CH2:26]3)[C:4]=2[N:5]=[CH:6][N:7]=1.[C:32]1([CH3:42])[CH:37]=[CH:36][C:35]([S:38](Cl)(=[O:40])=[O:39])=[CH:34][CH:33]=1, predict the reaction product. The product is: [NH2:1][C:2]1[C:3]2[C:10]([C:11]3[CH:16]=[CH:15][CH:14]=[C:13]([O:17][CH2:18][C:19]4[CH:24]=[CH:23][CH:22]=[CH:21][CH:20]=4)[CH:12]=3)=[CH:9][N:8]([C@H:25]3[CH2:30][CH2:29][C@H:28]([O:31][S:38]([C:35]4[CH:36]=[CH:37][C:32]([CH3:42])=[CH:33][CH:34]=4)(=[O:40])=[O:39])[CH2:27][CH2:26]3)[C:4]=2[N:5]=[CH:6][N:7]=1. (2) Given the reactants [Cl:1][C:2]1[CH:3]=[C:4]([C:8]2[N:13]=[C:12]3[CH2:14][CH2:15][CH2:16][C:11]3=[C:10]([NH:17][C:18]3[CH:30]=[CH:29][C:21]([O:22][CH:23]([CH3:28])[C:24](OC)=[O:25])=[CH:20][CH:19]=3)[CH:9]=2)[CH:5]=[CH:6][CH:7]=1.CC(C[AlH]CC(C)C)C, predict the reaction product. The product is: [ClH:1].[Cl:1][C:2]1[CH:3]=[C:4]([C:8]2[N:13]=[C:12]3[CH2:14][CH2:15][CH2:16][C:11]3=[C:10]([NH:17][C:18]3[CH:19]=[CH:20][C:21]([O:22][CH:23]([CH3:28])[CH2:24][OH:25])=[CH:29][CH:30]=3)[CH:9]=2)[CH:5]=[CH:6][CH:7]=1. (3) Given the reactants [CH:1]1([C:4]2[CH:21]=[CH:20][C:7]([CH2:8][O:9][C:10]([N:12]3[CH2:17][CH2:16][CH:15]([CH2:18][NH2:19])[CH2:14][CH2:13]3)=[O:11])=[CH:6][CH:5]=2)[CH2:3][CH2:2]1.Cl[C:23]1[N:28]=[CH:27][C:26]([F:29])=[CH:25][N:24]=1.C(N(CC)CC)C, predict the reaction product. The product is: [CH:1]1([C:4]2[CH:21]=[CH:20][C:7]([CH2:8][O:9][C:10]([N:12]3[CH2:17][CH2:16][CH:15]([CH2:18][NH:19][C:23]4[N:28]=[CH:27][C:26]([F:29])=[CH:25][N:24]=4)[CH2:14][CH2:13]3)=[O:11])=[CH:6][CH:5]=2)[CH2:3][CH2:2]1. (4) The product is: [Cl:37][CH2:36][CH2:35][O:1][C:2]1[CH:11]=[C:10]2[C:5]([C:6]([O:12][C:13]3[C:14]([C:23](=[O:25])[CH3:24])=[N:15][C:16]4[C:21]([CH:22]=3)=[CH:20][CH:19]=[CH:18][CH:17]=4)=[CH:7][CH:8]=[N:9]2)=[CH:4][C:3]=1[O:26][CH3:27]. Given the reactants [OH:1][C:2]1[CH:11]=[C:10]2[C:5]([C:6]([O:12][C:13]3[C:14]([C:23](=[O:25])[CH3:24])=[N:15][C:16]4[C:21]([CH:22]=3)=[CH:20][CH:19]=[CH:18][CH:17]=4)=[CH:7][CH:8]=[N:9]2)=[CH:4][C:3]=1[O:26][CH3:27].C(=O)([O-])[O-].[K+].[K+].Br[CH2:35][CH2:36][Cl:37].O, predict the reaction product.